This data is from Full USPTO retrosynthesis dataset with 1.9M reactions from patents (1976-2016). The task is: Predict the reactants needed to synthesize the given product. (1) Given the product [Cl:1][C:2]1[C:11]2[C:6](=[CH:7][CH:8]=[CH:9][CH:10]=2)[C:5](=[N:12][NH:13][C:14](=[O:21])[C:15]2[CH:20]=[CH:19][CH:18]=[CH:17][CH:16]=2)[NH:4][N:3]=1, predict the reactants needed to synthesize it. The reactants are: [Cl:1][C:2]1[C:11]2[C:6](=[CH:7][CH:8]=[CH:9][CH:10]=2)[C:5]([NH:12][NH2:13])=[N:4][N:3]=1.[C:14](Cl)(=[O:21])[C:15]1[CH:20]=[CH:19][CH:18]=[CH:17][CH:16]=1. (2) Given the product [F:12][C:7]([F:13])([C:8]([F:11])([F:10])[F:9])[CH2:6][CH2:5][S:4][CH2:1][CH2:2][CH2:17][Cl:18], predict the reactants needed to synthesize it. The reactants are: [C:1]([S:4][CH2:5][CH2:6][C:7]([F:13])([F:12])[C:8]([F:11])([F:10])[F:9])(=O)[CH3:2].BrCC[CH2:17][Cl:18]. (3) Given the product [Br:24][C:25]1[N:26]=[C:27]([CH:31]([N:13]2[C:14]3[C:19](=[CH:18][CH:17]=[CH:16][CH:15]=3)[C:20](=[O:21])[C:11]([C:9]([C:5]3[CH:4]=[CH:3][C:2]([CH3:1])=[C:7]([CH3:8])[N:6]=3)=[O:10])=[CH:12]2)[CH3:32])[CH:28]=[CH:29][CH:30]=1, predict the reactants needed to synthesize it. The reactants are: [CH3:1][C:2]1[CH:3]=[CH:4][C:5]([C:9]([C:11]2[C:20](=[O:21])[C:19]3[C:14](=[CH:15][CH:16]=[CH:17][CH:18]=3)[NH:13][CH:12]=2)=[O:10])=[N:6][C:7]=1[CH3:8].[H-].[Na+].[Br:24][C:25]1[CH:30]=[CH:29][CH:28]=[C:27]([CH:31](Br)[CH3:32])[N:26]=1.